This data is from NCI-60 drug combinations with 297,098 pairs across 59 cell lines. The task is: Regression. Given two drug SMILES strings and cell line genomic features, predict the synergy score measuring deviation from expected non-interaction effect. (1) Drug 1: CCC1(CC2CC(C3=C(CCN(C2)C1)C4=CC=CC=C4N3)(C5=C(C=C6C(=C5)C78CCN9C7C(C=CC9)(C(C(C8N6C=O)(C(=O)OC)O)OC(=O)C)CC)OC)C(=O)OC)O.OS(=O)(=O)O. Drug 2: CC1=C(C(=O)C2=C(C1=O)N3CC4C(C3(C2COC(=O)N)OC)N4)N. Cell line: OVCAR3. Synergy scores: CSS=4.94, Synergy_ZIP=-9.28, Synergy_Bliss=-8.51, Synergy_Loewe=-7.18, Synergy_HSA=-5.83. (2) Drug 1: CN(CCCl)CCCl.Cl. Drug 2: C1CN(P(=O)(OC1)NCCCl)CCCl. Cell line: SNB-19. Synergy scores: CSS=14.2, Synergy_ZIP=-5.10, Synergy_Bliss=-1.83, Synergy_Loewe=-8.63, Synergy_HSA=-2.51.